This data is from Forward reaction prediction with 1.9M reactions from USPTO patents (1976-2016). The task is: Predict the product of the given reaction. (1) Given the reactants C(OC[N:10]1[CH:14]=[C:13]([C:15]2[N:16]=[CH:17][N:18]([C:20]3[CH:25]=[CH:24][N:23]=[C:22]4[N:26]([C:32]5[CH:39]=[CH:38][C:35]([C:36]#[N:37])=[C:34]([NH:40][CH:41]([CH3:43])[CH3:42])[CH:33]=5)[N:27]=[C:28]([CH:29]([CH3:31])[CH3:30])[C:21]=34)[CH:19]=2)[CH:12]=[N:11]1)C1C=CC=CC=1.C(OCN1C=C(C2N=CN(C3C=CN=C4N(C5C(Br)=C(C=CC=5)C#N)N=C(C(C)C)C=34)C=2)C=N1)C1C=CC=CC=1.C(N)(C)C.O[C@H]1CC[C@H](N)CC1.[OH-].[Na+], predict the reaction product. The product is: [NH:10]1[CH:14]=[C:13]([C:15]2[N:16]=[CH:17][N:18]([C:20]3[CH:25]=[CH:24][N:23]=[C:22]4[N:26]([C:32]5[CH:39]=[CH:38][C:35]([C:36]#[N:37])=[C:34]([NH:40][CH:41]([CH3:43])[CH3:42])[CH:33]=5)[N:27]=[C:28]([CH:29]([CH3:31])[CH3:30])[C:21]=34)[CH:19]=2)[CH:12]=[N:11]1. (2) Given the reactants [C:1]1(B(O)O)[CH:6]=[CH:5][CH:4]=[CH:3][CH:2]=1.C(=O)([O-])[O-].[Na+].[Na+].Br[C:17]1[C:25]2[C:21](=[CH:22][N:23]([CH3:26])[N:24]=2)[CH:20]=[C:19]([N+:27]([O-:29])=[O:28])[CH:18]=1, predict the reaction product. The product is: [CH3:26][N:23]1[CH:22]=[C:21]2[C:25]([C:17]([C:1]3[CH:6]=[CH:5][CH:4]=[CH:3][CH:2]=3)=[CH:18][C:19]([N+:27]([O-:29])=[O:28])=[CH:20]2)=[N:24]1. (3) Given the reactants [CH2:1]([C:3]1[CH:4]=[C:5]2[C:10](=[CH:11][C:12]=1[OH:13])[O:9][CH:8]([C:14]([F:17])([F:16])[F:15])[C:7]([C:18]([O:20][CH2:21][CH3:22])=[O:19])=[CH:6]2)[CH3:2].C(=O)([O-])[O-].[K+].[K+].Cl[C:30]1[CH:35]=[CH:34][N:33]=[C:32]([S:36][CH3:37])[N:31]=1, predict the reaction product. The product is: [CH2:1]([C:3]1[CH:4]=[C:5]2[C:10](=[CH:11][C:12]=1[O:13][C:30]1[CH:35]=[CH:34][N:33]=[C:32]([S:36][CH3:37])[N:31]=1)[O:9][CH:8]([C:14]([F:15])([F:16])[F:17])[C:7]([C:18]([O:20][CH2:21][CH3:22])=[O:19])=[CH:6]2)[CH3:2]. (4) Given the reactants [O:1]([C:8]1[CH:9]=[C:10]2[C:15](=[CH:16][CH:17]=1)[CH2:14][CH:13]([CH:18]=[O:19])[CH2:12][CH2:11]2)[C:2]1[CH:7]=[CH:6][CH:5]=[CH:4][CH:3]=1.[C-:20]#[N:21].[K+], predict the reaction product. The product is: [OH:19][CH:18]([CH:13]1[CH2:12][CH2:11][C:10]2[C:15](=[CH:16][CH:17]=[C:8]([O:1][C:2]3[CH:3]=[CH:4][CH:5]=[CH:6][CH:7]=3)[CH:9]=2)[CH2:14]1)[C:20]#[N:21]. (5) The product is: [Cl:1][C:2]1[CH:8]=[C:7]([O:9][C:10]2[C:19]3[C:14](=[CH:15][C:16]([O:22][CH3:23])=[C:17]([O:20][CH3:21])[CH:18]=3)[N:13]=[CH:12][N:11]=2)[CH:6]=[CH:5][C:3]=1[NH:4][C:28]([NH:41][CH2:36][CH2:37][CH2:38][CH2:39][CH3:40])=[O:34]. Given the reactants [Cl:1][C:2]1[CH:8]=[C:7]([O:9][C:10]2[C:19]3[C:14](=[CH:15][C:16]([O:22][CH3:23])=[C:17]([O:20][CH3:21])[CH:18]=3)[N:13]=[CH:12][N:11]=2)[CH:6]=[CH:5][C:3]=1[NH2:4].ClC(Cl)(O[C:28](=[O:34])OC(Cl)(Cl)Cl)Cl.[CH2:36]([NH2:41])[CH2:37][CH2:38][CH2:39][CH3:40].C(=O)([O-])O.[Na+], predict the reaction product. (6) Given the reactants C([N:4]([CH2:8][CH3:9])[CH:5](C)C)(C)C.[F:10][C:11]1[CH:27]=[C:26]([C:28]2[CH:29]=[N:30][C:31]3[N:32]([C:34]([C:37]4([C:40]5[CH:41]=[C:42]6[C:47](=[CH:48][CH:49]=5)[N:46]=[CH:45][CH:44]=[CH:43]6)[CH2:39][CH2:38]4)=[CH:35][N:36]=3)[CH:33]=2)[CH:25]=[CH:24][C:12]=1[C:13]([NH:15][C@@H:16]([C:20]([CH3:23])([CH3:22])[CH3:21])[C:17]([OH:19])=O)=[O:14].Cl.N1CCC1.F[P-](F)(F)(F)(F)F.N1(O[P+](N(C)C)(N(C)C)N(C)C)C2C=CC=CC=2N=N1, predict the reaction product. The product is: [N:4]1([C:17]([C@@H:16]([NH:15][C:13](=[O:14])[C:12]2[CH:24]=[CH:25][C:26]([C:28]3[CH:29]=[N:30][C:31]4[N:32]([C:34]([C:37]5([C:40]6[CH:41]=[C:42]7[C:47](=[CH:48][CH:49]=6)[N:46]=[CH:45][CH:44]=[CH:43]7)[CH2:38][CH2:39]5)=[CH:35][N:36]=4)[CH:33]=3)=[CH:27][C:11]=2[F:10])[C:20]([CH3:23])([CH3:22])[CH3:21])=[O:19])[CH2:5][CH2:9][CH2:8]1. (7) Given the reactants [F:1][CH:2]([F:17])[CH2:3][N:4]1[CH2:8][CH2:7][C@@H:6]([NH:9]C(=O)OC(C)(C)C)[CH2:5]1.Cl, predict the reaction product. The product is: [F:1][CH:2]([F:17])[CH2:3][N:4]1[CH2:8][CH2:7][C@@H:6]([NH2:9])[CH2:5]1. (8) Given the reactants [C:1]12([C:11]3[CH:30]=[CH:29][C:14]([O:15][CH2:16][C:17]([NH:19][C:20]4[CH:21]=[N:22][CH:23]=[C:24]([CH:28]=4)[C:25](O)=[O:26])=[O:18])=[CH:13][CH:12]=3)[CH2:10][CH:5]3[CH2:6][CH:7]([CH2:9][CH:3]([CH2:4]3)[CH2:2]1)[CH2:8]2.[CH2:31]([NH2:37])[C:32]1[O:36][CH:35]=[CH:34][CH:33]=1.C1CN([P+](ON2N=NC3C=CC=CC2=3)(N2CCCC2)N2CCCC2)CC1.F[P-](F)(F)(F)(F)F.CO, predict the reaction product. The product is: [C:1]12([C:11]3[CH:30]=[CH:29][C:14]([O:15][CH2:16][C:17]([NH:19][C:20]4[CH:21]=[N:22][CH:23]=[C:24]([CH:28]=4)[C:25]([NH:37][CH2:31][C:32]4[O:36][CH:35]=[CH:34][CH:33]=4)=[O:26])=[O:18])=[CH:13][CH:12]=3)[CH2:10][CH:5]3[CH2:6][CH:7]([CH2:9][CH:3]([CH2:4]3)[CH2:2]1)[CH2:8]2.